From a dataset of Full USPTO retrosynthesis dataset with 1.9M reactions from patents (1976-2016). Predict the reactants needed to synthesize the given product. (1) Given the product [Cl:1][C:2]1[CH:38]=[CH:37][C:5]([CH2:6][N:7]2[C:15]3[C:10](=[CH:11][CH:12]=[CH:13][CH:14]=3)[C:9]([C:16]([C:18]3[NH:19][CH:20]=[C:21]([C:23]4[CH:28]=[CH:27][CH:26]=[CH:25][N:24]=4)[N:22]=3)=[O:17])=[CH:8]2)=[CH:4][CH:3]=1, predict the reactants needed to synthesize it. The reactants are: [Cl:1][C:2]1[CH:38]=[CH:37][C:5]([CH2:6][N:7]2[C:15]3[C:10](=[CH:11][CH:12]=[CH:13][CH:14]=3)[C:9]([C:16]([C:18]3[N:19](COCC[Si](C)(C)C)[CH:20]=[C:21]([C:23]4[CH:28]=[CH:27][CH:26]=[CH:25][N:24]=4)[N:22]=3)=[O:17])=[CH:8]2)=[CH:4][CH:3]=1. (2) Given the product [Cl:1][C:2]1[CH:7]=[C:6]([Cl:8])[CH:5]=[CH:4][C:3]=1[C:17](=[O:18])[CH:16]([CH3:15])[CH2:21][CH2:20][OH:19], predict the reactants needed to synthesize it. The reactants are: [Cl:1][C:2]1[CH:7]=[C:6]([Cl:8])[CH:5]=[CH:4][C:3]=1Br.[Li]C(C)(C)C.[CH3:15][CH:16]1[CH2:21][CH2:20][O:19][C:17]1=[O:18]. (3) Given the product [Cl:24][C:19]1[CH:18]=[C:17](/[CH:16]=[CH:15]/[C:14]([N:9]2[CH2:10][CH2:11][C:12](=[O:13])[N:6]([CH2:5][CH2:4][CH2:3][CH2:2][I:26])[CH2:7][CH2:8]2)=[O:25])[CH:22]=[CH:21][C:20]=1[Cl:23], predict the reactants needed to synthesize it. The reactants are: Cl[CH2:2][CH2:3][CH2:4][CH2:5][N:6]1[C:12](=[O:13])[CH2:11][CH2:10][N:9]([C:14](=[O:25])/[CH:15]=[CH:16]/[C:17]2[CH:22]=[CH:21][C:20]([Cl:23])=[C:19]([Cl:24])[CH:18]=2)[CH2:8][CH2:7]1.[I-:26].[Na+]. (4) The reactants are: [Cl:1][C:2]1[CH:3]=[C:4]([C:8](=[O:24])[CH2:9][C:10]([C:12]2[CH:17]=[CH:16][C:15]([O:18]C)=[C:14]([O:20]C)[C:13]=2OC)=[O:11])[CH:5]=[CH:6][CH:7]=1.C(O)(=O)C. Given the product [Cl:1][C:2]1[CH:3]=[C:4]([C:8]2[O:24][C:13]3[C:12]([C:10](=[O:11])[CH:9]=2)=[CH:17][CH:16]=[C:15]([OH:18])[C:14]=3[OH:20])[CH:5]=[CH:6][CH:7]=1, predict the reactants needed to synthesize it. (5) The reactants are: [C:1]([C@@H:3]([NH2:23])[C@@H:4]([CH3:22])[C@@H:5]([O:14][CH2:15][C:16]1[CH:21]=[CH:20][CH:19]=[CH:18][CH:17]=1)[CH2:6][CH2:7][C:8]1[CH:13]=[CH:12][CH:11]=[CH:10][CH:9]=1)#[N:2]. Given the product [C:1]([C@H:3]([NH2:23])[C@@H:4]([CH3:22])[C@@H:5]([O:14][CH2:15][C:16]1[CH:21]=[CH:20][CH:19]=[CH:18][CH:17]=1)[CH2:6][CH2:7][C:8]1[CH:9]=[CH:10][CH:11]=[CH:12][CH:13]=1)#[N:2], predict the reactants needed to synthesize it. (6) The reactants are: O=C1C2C(=CC=CC=2)C(=O)[N:3]1[CH2:12][CH2:13][N:14]1[C:23]2[C:18](=[N:19][CH:20]=[C:21]([CH2:24][C:25]3[CH:30]=[CH:29][C:28]([F:31])=[CH:27][CH:26]=3)[CH:22]=2)[C:17]([OH:32])=[C:16]([C:33](OCC)=[O:34])[C:15]1=[O:38].[N:39]1([CH2:45][CH2:46][CH2:47][NH2:48])[CH2:44][CH2:43][O:42][CH2:41][CH2:40]1.NN. Given the product [NH2:3][CH2:12][CH2:13][N:14]1[C:23]2[C:18](=[N:19][CH:20]=[C:21]([CH2:24][C:25]3[CH:30]=[CH:29][C:28]([F:31])=[CH:27][CH:26]=3)[CH:22]=2)[C:17]([OH:32])=[C:16]([C:33]([NH:48][CH2:47][CH2:46][CH2:45][N:39]2[CH2:44][CH2:43][O:42][CH2:41][CH2:40]2)=[O:34])[C:15]1=[O:38], predict the reactants needed to synthesize it. (7) The reactants are: [F:1][C:2]1[CH:3]=[CH:4][CH:5]=[C:6]2[C:10]=1[NH:9][C:8](=[O:11])[C:7]2=[O:12].I[CH2:14][CH2:15][CH3:16].C(=O)([O-])[O-].[K+].[K+]. Given the product [F:1][C:2]1[CH:3]=[CH:4][CH:5]=[C:6]2[C:10]=1[N:9]([CH:15]([CH3:16])[CH3:14])[C:8](=[O:11])[C:7]2=[O:12], predict the reactants needed to synthesize it. (8) The reactants are: [Cl:1][C:2]1[N:7]=[CH:6][C:5]([CH:8]2[O:12][C:11](=[O:13])[NH:10][CH:9]2[CH2:14][C:15]2[CH:20]=[CH:19][C:18]([C:21]([F:24])([F:23])[F:22])=[CH:17][CH:16]=2)=[CH:4][CH:3]=1.[C:25]([O:29][C:30](O[C:30]([O:29][C:25]([CH3:28])([CH3:27])[CH3:26])=[O:31])=[O:31])([CH3:28])([CH3:27])[CH3:26]. Given the product [Cl:1][C:2]1[N:7]=[CH:6][C:5]([CH:8]2[O:12][C:11](=[O:13])[N:10]([C:30]([O:29][C:25]([CH3:28])([CH3:27])[CH3:26])=[O:31])[CH:9]2[CH2:14][C:15]2[CH:20]=[CH:19][C:18]([C:21]([F:23])([F:24])[F:22])=[CH:17][CH:16]=2)=[CH:4][CH:3]=1, predict the reactants needed to synthesize it.